Predict the reactants needed to synthesize the given product. From a dataset of Full USPTO retrosynthesis dataset with 1.9M reactions from patents (1976-2016). (1) Given the product [CH2:1]([O:8][C:9]1[CH:16]=[CH:15][C:12]([CH2:13][Br:18])=[CH:11][CH:10]=1)[C:2]1[CH:7]=[CH:6][CH:5]=[CH:4][CH:3]=1, predict the reactants needed to synthesize it. The reactants are: [CH2:1]([O:8][C:9]1[CH:16]=[CH:15][C:12]([CH2:13]O)=[CH:11][CH:10]=1)[C:2]1[CH:7]=[CH:6][CH:5]=[CH:4][CH:3]=1.P(Br)(Br)[Br:18]. (2) Given the product [Br:1][C:2]1[CH:7]=[CH:6][C:5]([CH:8]2[O:12][CH2:38][C:39](=[O:40])[N:21]([C@@H:19]([C:13]3[CH:18]=[CH:17][CH:16]=[CH:15][CH:14]=3)[CH3:20])[CH2:10][CH2:9]2)=[CH:4][CH:3]=1, predict the reactants needed to synthesize it. The reactants are: [Br:1][C:2]1[CH:7]=[CH:6][C:5]([CH:8]([OH:12])[CH2:9][CH2:10]Cl)=[CH:4][CH:3]=1.[C:13]1([C@H:19]([NH2:21])[CH3:20])[CH:18]=[CH:17][CH:16]=[CH:15][CH:14]=1.[I-].[K+].C(=O)([O-])[O-].[K+].[K+].C(N(CC)CC)C.Cl[CH2:38][C:39](Cl)=[O:40].Cl.[OH-].[K+]. (3) Given the product [Br:1][C:2]1[S:10][C:9]2[C:8]([N:26]3[CH2:25][CH2:24][N:23]([C:21]([NH:20][CH2:19][C:16]4[CH:17]=[CH:18][C:13]([F:12])=[CH:14][CH:15]=4)=[O:22])[CH2:28][CH2:27]3)=[N:7][CH:6]=[N:5][C:4]=2[CH:3]=1, predict the reactants needed to synthesize it. The reactants are: [Br:1][C:2]1[S:10][C:9]2[C:8](Cl)=[N:7][CH:6]=[N:5][C:4]=2[CH:3]=1.[F:12][C:13]1[CH:18]=[CH:17][C:16]([CH2:19][NH:20][C:21]([N:23]2[CH2:28][CH2:27][NH:26][CH2:25][CH2:24]2)=[O:22])=[CH:15][CH:14]=1.C(N(CC)C(C)C)(C)C. (4) Given the product [OH:18][C@@H:20]1[CH2:21][C:22]2[C:27](=[CH:26][CH:25]=[CH:24][CH:23]=2)[C@H:19]1[O:1][C:2]1[C:3]2[N:4]([C:13]([CH3:17])=[C:14]([CH3:16])[N:15]=2)[CH:5]=[C:6]([C:8]([OH:10])=[O:9])[CH:7]=1, predict the reactants needed to synthesize it. The reactants are: [OH:1][C:2]1[C:3]2[N:4]([C:13]([CH3:17])=[C:14]([CH3:16])[N:15]=2)[CH:5]=[C:6]([C:8]([O:10]CC)=[O:9])[CH:7]=1.[O:18]1[CH:20]2[CH2:21][C:22]3[C:27]([CH:19]12)=[CH:26][CH:25]=[CH:24][CH:23]=3.C(N(CC)CC)C.C(OCC)(=O)C. (5) Given the product [C:19]([S:38][CH:39]1[CH2:43][CH2:42][NH:41][CH:40]1[C:44]([OH:46])=[O:45])([C:26]1[CH:31]=[CH:30][CH:29]=[CH:28][CH:27]=1)([C:20]1[CH:25]=[CH:24][CH:23]=[CH:22][CH:21]=1)[C:32]1[CH:37]=[CH:36][CH:35]=[CH:34][CH:33]=1, predict the reactants needed to synthesize it. The reactants are: BrC1CCN=C1C(OC)=O.[Na].BrC1C=CNC1.[Na].[C:19]([S:38][CH:39]1[CH2:43][CH2:42][N:41]=[C:40]1[C:44]([O-:46])=[O:45])([C:32]1[CH:37]=[CH:36][CH:35]=[CH:34][CH:33]=1)([C:26]1[CH:31]=[CH:30][CH:29]=[CH:28][CH:27]=1)[C:20]1[CH:25]=[CH:24][CH:23]=[CH:22][CH:21]=1.[Na+].C1(C(S)(C2C=CC=CC=2)C2C=CC=CC=2)C=CC=CC=1.[OH-].[Na+].